From a dataset of Reaction yield outcomes from USPTO patents with 853,638 reactions. Predict the reaction yield, written as a fraction of the theoretical maximum amount of product (1.0 means a 100% yield; for example, 0.34 means a 34% yield). (1) The reactants are C[CH2:2][N:3]([CH:7]([CH3:9])C)[CH:4]([CH3:6])C.[Cl:10][C:11]1[C:20]2[C:15](=[CH:16][C:17]([O:21][CH3:22])=[CH:18][CH:19]=2)C=C(NC)[N:12]=1.C(=O)C.C([BH3-])#N. The catalyst is CO.C(O)(=O)C. The product is [Cl:10][C:11]1[C:20]2[C:19](=[CH:18][C:17]([O:21][CH3:22])=[CH:16][CH:15]=2)[CH:9]=[C:7]([N:3]([CH2:4][CH3:6])[CH3:2])[N:12]=1. The yield is 0.830. (2) The reactants are [Cl:1][C:2]1[CH:7]=[CH:6][C:5]([O:8]C)=[CH:4][C:3]=1[CH:10]([CH3:28])[C:11]([C:17]1[CH:18]=[CH:19][C:20]2[O:24][C:23](=[O:25])[N:22]([CH3:26])[C:21]=2[CH:27]=1)([OH:16])[C:12]([F:15])([F:14])[F:13].C([O-])(O)=O.[Na+]. The catalyst is C(Cl)Cl. The product is [Cl:1][C:2]1[CH:7]=[CH:6][C:5]([OH:8])=[CH:4][C:3]=1[CH:10]([CH3:28])[C:11]([C:17]1[CH:18]=[CH:19][C:20]2[O:24][C:23](=[O:25])[N:22]([CH3:26])[C:21]=2[CH:27]=1)([OH:16])[C:12]([F:13])([F:14])[F:15]. The yield is 0.670. (3) The reactants are [CH2:1]([N:8]([CH2:13][CH2:14][CH:15]([OH:24])[CH2:16][C:17]1[CH:22]=[CH:21][C:20]([F:23])=[CH:19][CH:18]=1)[C:9](=[O:12])[CH2:10]Cl)[C:2]1[CH:7]=[CH:6][CH:5]=[CH:4][CH:3]=1.[H-].[Na+]. The catalyst is C1COCC1. The product is [CH2:1]([N:8]1[CH2:13][CH2:14][CH:15]([CH2:16][C:17]2[CH:22]=[CH:21][C:20]([F:23])=[CH:19][CH:18]=2)[O:24][CH2:10][C:9]1=[O:12])[C:2]1[CH:7]=[CH:6][CH:5]=[CH:4][CH:3]=1. The yield is 0.800. (4) The reactants are [CH3:1][O:2][C:3]1[CH:8]=[CH:7][C:6]([C@@H:9]([NH2:11])[CH3:10])=[CH:5][CH:4]=1.[N:12]1[CH:17]=[CH:16][CH:15]=[CH:14][C:13]=1[CH:18]=O.C(O[BH-](OC(=O)C)OC(=O)C)(=O)C.[Na+]. No catalyst specified. The product is [CH3:1][O:2][C:3]1[CH:8]=[CH:7][C:6]([C@@H:9]([NH:11][CH2:18][C:13]2[CH:14]=[CH:15][CH:16]=[CH:17][N:12]=2)[CH3:10])=[CH:5][CH:4]=1. The yield is 0.898.